This data is from Catalyst prediction with 721,799 reactions and 888 catalyst types from USPTO. The task is: Predict which catalyst facilitates the given reaction. Reactant: [OH-].[Na+].[OH:3][C:4]1[CH:14]=[CH:13][C:7]([CH:8]=[CH:9][C:10]([OH:12])=[O:11])=[CH:6][CH:5]=1.Br[CH2:16][CH2:17][CH2:18][CH2:19][CH2:20][CH2:21][OH:22].Cl. Product: [OH:22][CH2:21][CH2:20][CH2:19][CH2:18][CH2:17][CH2:16][O:3][C:4]1[CH:5]=[CH:6][C:7]([CH:8]=[CH:9][C:10]([OH:12])=[O:11])=[CH:13][CH:14]=1. The catalyst class is: 72.